The task is: Binary Classification. Given a T-cell receptor sequence (or CDR3 region) and an epitope sequence, predict whether binding occurs between them.. This data is from TCR-epitope binding with 47,182 pairs between 192 epitopes and 23,139 TCRs. (1) The epitope is PKYVKQNTLKLAT. The TCR CDR3 sequence is CASSHGRSSGEAFF. Result: 1 (the TCR binds to the epitope). (2) The epitope is GLCTLVAML. The TCR CDR3 sequence is CASSEGRVAPGEQYF. Result: 1 (the TCR binds to the epitope). (3) The epitope is IIKDYGKQM. The TCR CDR3 sequence is CASSFSDMNTEAFF. Result: 0 (the TCR does not bind to the epitope). (4) The epitope is SEPVLKGVKL. The TCR CDR3 sequence is CASSEPAGLDYGSRQYF. Result: 1 (the TCR binds to the epitope). (5) The epitope is IQYIDIGNY. The TCR CDR3 sequence is CASSQTSGRHNEQFF. Result: 1 (the TCR binds to the epitope). (6) The epitope is GTITSGWTF. The TCR CDR3 sequence is CASSLWASHANEQFF. Result: 0 (the TCR does not bind to the epitope).